The task is: Regression. Given a peptide amino acid sequence and an MHC pseudo amino acid sequence, predict their binding affinity value. This is MHC class II binding data.. This data is from Peptide-MHC class II binding affinity with 134,281 pairs from IEDB. (1) The peptide sequence is QVKVPKGAPCRIPVI. The MHC is DRB1_0101 with pseudo-sequence DRB1_0101. The binding affinity (normalized) is 0.0608. (2) The peptide sequence is FHGSDGCWYPMEIRP. The MHC is DRB1_0901 with pseudo-sequence DRB1_0901. The binding affinity (normalized) is 0.683. (3) The peptide sequence is ANATVYMIDSVLMPP. The MHC is HLA-DPA10103-DPB10401 with pseudo-sequence HLA-DPA10103-DPB10401. The binding affinity (normalized) is 0.353. (4) The peptide sequence is AGYLVGRKPLAFFSW. The MHC is H-2-IAb with pseudo-sequence H-2-IAb. The binding affinity (normalized) is 0.512. (5) The peptide sequence is IFKLGGRDSR. The MHC is H-2-IAd with pseudo-sequence H-2-IAd. The binding affinity (normalized) is 0. (6) The peptide sequence is LLSYVIGLLPQGSVI. The MHC is DRB1_1302 with pseudo-sequence DRB1_1302. The binding affinity (normalized) is 0.372. (7) The peptide sequence is EYIEAAKWLLPPPKV. The MHC is DRB1_1201 with pseudo-sequence DRB1_1201. The binding affinity (normalized) is 0.313.